This data is from Catalyst prediction with 721,799 reactions and 888 catalyst types from USPTO. The task is: Predict which catalyst facilitates the given reaction. Reactant: [Cl:1][C:2]1[CH:3]=[C:4]([CH2:8][S:9]([NH:12][C:13]2[C:18]([O:19]C)=[N:17][C:16]([S:21]([CH2:24][CH3:25])(=[O:23])=[O:22])=[CH:15][N:14]=2)(=[O:11])=[O:10])[CH:5]=[CH:6][CH:7]=1.B(Br)(Br)Br. Product: [Cl:1][C:2]1[CH:3]=[C:4]([CH2:8][S:9]([NH:12][C:13]2[C:18]([OH:19])=[N:17][C:16]([S:21]([CH2:24][CH3:25])(=[O:23])=[O:22])=[CH:15][N:14]=2)(=[O:10])=[O:11])[CH:5]=[CH:6][CH:7]=1. The catalyst class is: 2.